From a dataset of Full USPTO retrosynthesis dataset with 1.9M reactions from patents (1976-2016). Predict the reactants needed to synthesize the given product. (1) Given the product [CH3:19][O:18][C:16]1[CH:15]=[CH:14][C:13]([CH:20]2[CH2:29][CH2:28][C:27]3[CH:26]=[C:25]([OH:30])[CH:24]=[CH:23][C:22]=3[CH2:21]2)=[C:12]([NH:11][CH2:10][CH2:9][CH2:8][CH2:6][C:5]2[CH:4]=[CH:3][C:2]([O:1][CH2:40][CH2:41][N:43]3[CH2:48][CH2:47][CH:46]([CH3:49])[CH2:45][CH2:44]3)=[CH:38][CH:37]=2)[CH:17]=1, predict the reactants needed to synthesize it. The reactants are: [OH:1][C:2]1[CH:38]=[CH:37][C:5]([C:6]([CH2:8][CH2:9][CH2:10][NH:11][C:12]2[CH:17]=[C:16]([O:18][CH3:19])[CH:15]=[CH:14][C:13]=2[CH:20]2[CH2:29][CH2:28][C:27]3[CH:26]=[C:25]([O:30]C(=O)C(C)(C)C)[CH:24]=[CH:23][C:22]=3[CH2:21]2)=O)=[CH:4][CH:3]=1.Cl[CH2:40][C:41]([N:43]1[CH2:48][CH2:47][CH:46]([CH3:49])[CH2:45][CH2:44]1)=O. (2) Given the product [F:8][C:9]1[CH:14]=[C:13]([N:15]2[CH:19]=[N:18][N:17]=[N:16]2)[CH:12]=[CH:11][C:10]=1[C:20]1[CH:21]=[CH:22][C:23]2[O:27][C:26]([CH:28]3[CH2:29][CH2:30][N:31]([C:3]([O:5][CH:37]([CH2:38][CH3:39])[CH2:36][CH3:35])=[O:4])[CH2:32][CH2:33]3)=[N:25][C:24]=2[CH:34]=1, predict the reactants needed to synthesize it. The reactants are: FC(F)(F)[C:3]([OH:5])=[O:4].[F:8][C:9]1[CH:14]=[C:13]([N:15]2[CH:19]=[N:18][N:17]=[N:16]2)[CH:12]=[CH:11][C:10]=1[C:20]1[CH:21]=[CH:22][C:23]2[O:27][C:26]([CH:28]3[CH2:33][CH2:32][NH:31][CH2:30][CH2:29]3)=[N:25][C:24]=2[CH:34]=1.[CH3:35][CH2:36][CH:37](O)[CH2:38][CH3:39]. (3) Given the product [CH2:20]([NH:19][CH2:2][C:3]([O:5][C:6]([CH3:18])([CH2:8][CH2:9][C:10]([O:13][C:14](=[O:17])[CH2:15][NH:19][CH2:20][CH2:21][CH2:22][CH2:23][CH2:24][CH3:25])([CH3:12])[CH3:11])[CH3:7])=[O:4])[CH2:21][CH2:22][CH2:23][CH2:24][CH3:25], predict the reactants needed to synthesize it. The reactants are: Cl[CH2:2][C:3]([O:5][C:6]([CH3:18])([CH2:8][CH2:9][C:10]([O:13][C:14](=[O:17])[CH2:15]Cl)([CH3:12])[CH3:11])[CH3:7])=[O:4].[NH2:19][CH2:20][CH2:21][CH2:22][CH2:23][CH2:24][CH3:25]. (4) Given the product [C:1]([O:5][C:6]([N:8]([CH2:27][C:28]1[CH:33]=[CH:32][C:31]([O:34][CH3:35])=[CH:30][C:29]=1[O:36][CH3:37])[C:9]1[N:14]=[C:13]2[N:15]([CH2:38][CH3:39])[C:16]([C:18]([O:20][CH2:21][CH3:22])=[O:19])=[CH:17][C:12]2=[C:11]2[N:23]([CH3:26])[CH:24]=[N:25][C:10]=12)=[O:7])([CH3:4])([CH3:3])[CH3:2], predict the reactants needed to synthesize it. The reactants are: [C:1]([O:5][C:6]([N:8]([CH2:27][C:28]1[CH:33]=[CH:32][C:31]([O:34][CH3:35])=[CH:30][C:29]=1[O:36][CH3:37])[C:9]1[N:14]=[C:13]2[NH:15][C:16]([C:18]([O:20][CH2:21][CH3:22])=[O:19])=[CH:17][C:12]2=[C:11]2[N:23]([CH3:26])[CH:24]=[N:25][C:10]=12)=[O:7])([CH3:4])([CH3:3])[CH3:2].[CH2:38](I)[CH3:39].C(=O)([O-])[O-].[Cs+].[Cs+].